This data is from Reaction yield outcomes from USPTO patents with 853,638 reactions. The task is: Predict the reaction yield, written as a fraction of the theoretical maximum amount of product (1.0 means a 100% yield; for example, 0.34 means a 34% yield). (1) The reactants are [C:1]([O:5][C:6]([N:8]1[CH2:13][CH2:12][CH:11]([C:14]([OH:16])=O)[CH2:10][CH2:9]1)=[O:7])([CH3:4])([CH3:3])[CH3:2].N1(C(N2C=CN=C2)=O)C=CN=C1.[F:29][C:30]([CH3:36])([CH3:35])/[C:31](=[N:33]/[OH:34])/[NH2:32]. The catalyst is C(#N)C. The product is [F:29][C:30]([CH3:36])([CH3:35])/[C:31](/[NH:32][C:14]([CH:11]1[CH2:10][CH2:9][N:8]([C:6]([O:5][C:1]([CH3:2])([CH3:3])[CH3:4])=[O:7])[CH2:13][CH2:12]1)=[O:16])=[N:33]/[OH:34]. The yield is 0.920. (2) The reactants are Br[C:2]1[CH:10]=[C:9]([F:11])[C:5]2[N:6]=[CH:7][S:8][C:4]=2[CH:3]=1.[CH3:12][O:13][C:14]1[CH:21]=[CH:20][C:17]([CH2:18][NH2:19])=[CH:16][CH:15]=1.CC1(C)C2C(=C(P(C3C=CC=CC=3)C3C=CC=CC=3)C=CC=2)OC2C(P(C3C=CC=CC=3)C3C=CC=CC=3)=CC=CC1=2.C([O-])([O-])=O.[Cs+].[Cs+].N#N. The catalyst is O1CCOCC1.C1C=CC(/C=C/C(/C=C/C2C=CC=CC=2)=O)=CC=1.C1C=CC(/C=C/C(/C=C/C2C=CC=CC=2)=O)=CC=1.C1C=CC(/C=C/C(/C=C/C2C=CC=CC=2)=O)=CC=1.[Pd].[Pd]. The product is [F:11][C:9]1[C:5]2[N:6]=[CH:7][S:8][C:4]=2[CH:3]=[C:2]([NH:19][CH2:18][C:17]2[CH:20]=[CH:21][C:14]([O:13][CH3:12])=[CH:15][CH:16]=2)[CH:10]=1. The yield is 0.800. (3) The reactants are [C:1]([O:5][C:6]([N:8]1[CH2:12][CH2:11][CH2:10][CH:9]1[C:13](=O)[NH2:14])=[O:7])([CH3:4])([CH3:3])[CH3:2].COC1C=CC(P2(SP(C3C=CC(OC)=CC=3)(=S)S2)=[S:25])=CC=1. The catalyst is C(Cl)Cl. The product is [C:1]([O:5][C:6]([N:8]1[CH2:12][CH2:11][CH2:10][CH:9]1[C:13](=[S:25])[NH2:14])=[O:7])([CH3:4])([CH3:3])[CH3:2]. The yield is 1.00. (4) The reactants are Br[C:2]([CH3:13])([C:8]([O:10][CH2:11][CH3:12])=[O:9])[C:3]([O:5][CH2:6][CH3:7])=[O:4].[F-].[K+].[N+:16]([C:19]1[CH:20]=[C:21]([OH:25])[CH:22]=[CH:23][CH:24]=1)([O-:18])=[O:17]. The catalyst is CN(C=O)C.O. The product is [CH3:13][C:2]([O:25][C:21]1[CH:22]=[CH:23][CH:24]=[C:19]([N+:16]([O-:18])=[O:17])[CH:20]=1)([C:8]([O:10][CH2:11][CH3:12])=[O:9])[C:3]([O:5][CH2:6][CH3:7])=[O:4]. The yield is 0.800. (5) The reactants are [NH2:1][C:2]1[CH:7]=[CH:6][C:5]([Br:8])=[CH:4][N:3]=1.N1C=CC=CC=1.[F:15][C:16]([F:28])([F:27])[C:17]1[CH:22]=[CH:21][C:20]([S:23](Cl)(=[O:25])=[O:24])=[CH:19][CH:18]=1. The catalyst is C(#N)C.CN(C)C1C=CN=CC=1. The product is [Br:8][C:5]1[CH:6]=[CH:7][C:2]([NH:1][S:23]([C:20]2[CH:19]=[CH:18][C:17]([C:16]([F:15])([F:27])[F:28])=[CH:22][CH:21]=2)(=[O:25])=[O:24])=[N:3][CH:4]=1. The yield is 0.848.